From a dataset of Peptide-MHC class I binding affinity with 185,985 pairs from IEDB/IMGT. Regression. Given a peptide amino acid sequence and an MHC pseudo amino acid sequence, predict their binding affinity value. This is MHC class I binding data. (1) The peptide sequence is TVIRFWHAM. The MHC is HLA-A26:03 with pseudo-sequence HLA-A26:03. The binding affinity (normalized) is 1.00. (2) The peptide sequence is YVSSIFLHL. The MHC is HLA-A30:01 with pseudo-sequence HLA-A30:01. The binding affinity (normalized) is 0.216. (3) The peptide sequence is KSVEFDMSHLN. The MHC is H-2-Db with pseudo-sequence H-2-Db. The binding affinity (normalized) is 0. (4) The peptide sequence is FLAPDTRAV. The MHC is HLA-A02:01 with pseudo-sequence HLA-A02:01. The binding affinity (normalized) is 0.782. (5) The peptide sequence is RVFDKADGK. The MHC is HLA-B18:01 with pseudo-sequence HLA-B18:01. The binding affinity (normalized) is 0.0847.